From a dataset of Aqueous solubility values for 9,982 compounds from the AqSolDB database. Regression/Classification. Given a drug SMILES string, predict its absorption, distribution, metabolism, or excretion properties. Task type varies by dataset: regression for continuous measurements (e.g., permeability, clearance, half-life) or binary classification for categorical outcomes (e.g., BBB penetration, CYP inhibition). For this dataset (solubility_aqsoldb), we predict Y. (1) The drug is Cc1nc2c([nH]1)c(=O)n(C)c(=O)n2C. The Y is -0.728 log mol/L. (2) The drug is N=C1C=CC2=CC(S(=O)(=O)[O-])=CC(=O)C2=C1NNc1ccc(N)cc1S(=O)(=O)[O-].[Na+].[Na+]. The Y is 0.317 log mol/L. (3) The molecule is [Cd+2]. The Y is -4.11 log mol/L. (4) The drug is CC(C)c1nc([N+](=O)[O-])c[nH]1. The Y is -1.15 log mol/L. (5) The compound is Cc1cnnc2c(O)cccc12. The Y is -2.68 log mol/L.